This data is from Reaction yield outcomes from USPTO patents with 853,638 reactions. The task is: Predict the reaction yield, written as a fraction of the theoretical maximum amount of product (1.0 means a 100% yield; for example, 0.34 means a 34% yield). (1) The reactants are [C:1]([C:5]1[CH:6]=[C:7]([C:17](=[O:21])[C:18]([OH:20])=O)[N:8]([C:10]2[CH:15]=[CH:14][C:13]([CH3:16])=[CH:12][CH:11]=2)[N:9]=1)([CH3:4])([CH3:3])[CH3:2].C(Cl)(=O)C(Cl)=O.CN(C=O)C.[N:33]1([CH2:39][CH2:40][O:41][C:42]2[C:51]3[C:46](=[CH:47][CH:48]=[CH:49][CH:50]=3)[C:45]([NH2:52])=[CH:44][CH:43]=2)[CH2:38][CH2:37][O:36][CH2:35][CH2:34]1. The catalyst is CCOC(C)=O.C([O-])(O)=O.[Na+]. The product is [C:1]([C:5]1[CH:6]=[C:7]([C:17](=[O:21])[C:18]([NH:52][C:45]2[C:46]3[C:51](=[CH:50][CH:49]=[CH:48][CH:47]=3)[C:42]([O:41][CH2:40][CH2:39][N:33]3[CH2:34][CH2:35][O:36][CH2:37][CH2:38]3)=[CH:43][CH:44]=2)=[O:20])[N:8]([C:10]2[CH:15]=[CH:14][C:13]([CH3:16])=[CH:12][CH:11]=2)[N:9]=1)([CH3:3])([CH3:2])[CH3:4]. The yield is 0.570. (2) The reactants are O[CH2:2][CH2:3][NH:4][CH2:5][C:6]([NH:8][C:9]1[CH:10]=[N:11][CH:12]=[CH:13][CH:14]=1)=[O:7].C(P(CCCC)CCCC)CCC.Cl.C(N(CC)CC)C. The catalyst is O1CCCC1. The product is [N:11]1[CH:12]=[CH:13][CH:14]=[C:9]([N:8]2[CH2:2][CH2:3][NH:4][CH2:5][C:6]2=[O:7])[CH:10]=1. The yield is 0.350. (3) The reactants are [OH:1][CH:2]1[C:11]2[N:10]=[CH:9][CH:8]=[CH:7][C:6]=2[CH2:5][CH2:4][CH2:3]1. The catalyst is C(Cl)Cl.[O-2].[O-2].[Mn+4]. The product is [N:10]1[C:11]2[C:2](=[O:1])[CH2:3][CH2:4][CH2:5][C:6]=2[CH:7]=[CH:8][CH:9]=1. The yield is 0.820. (4) The yield is 0.620. The product is [O:28]1[C:32]2[CH:33]=[CH:34][C:35]([N:8]3[C:9](=[O:26])[C:10]([CH2:11][C:12]4[CH:17]=[CH:16][C:15]([C:18]5[CH:23]=[CH:22][CH:21]=[CH:20][C:19]=5[C:24]5[NH:40][C:53](=[O:55])[O:56][N:25]=5)=[CH:14][CH:13]=4)=[C:5]([CH2:4][O:3][CH2:1][CH3:2])[N:6]=[C:7]3[CH3:27])=[CH:36][C:31]=2[CH2:30][CH2:29]1. The catalyst is C([O-])(=O)C.[Cu+2].C([O-])(=O)C.ClCCl. The reactants are [CH2:1]([O:3][CH2:4][C:5]1[N:6]=[C:7]([CH3:27])[NH:8][C:9](=[O:26])[C:10]=1[CH2:11][C:12]1[CH:17]=[CH:16][C:15]([C:18]2[C:19]([C:24]#[N:25])=[CH:20][CH:21]=[CH:22][CH:23]=2)=[CH:14][CH:13]=1)[CH3:2].[O:28]1[C:32]2[CH:33]=[CH:34][C:35](B(O)O)=[CH:36][C:31]=2[CH2:30][CH2:29]1.[N:40]1C=CC=CC=1.C(N(CC)CC)C.[C:53]([O:56]CC)(=[O:55])C. (5) The reactants are C(O)(C(F)(F)F)=O.[F:8][C:9]1[CH:10]=[C:11]([NH:20][C:21]([C@@H:23]2[N:32](C(OC(C)(C)C)=O)[CH2:31][CH2:30][C:29]3[N:28]=[C:27]([O:40][CH3:41])[CH:26]=[CH:25][C:24]2=3)=[O:22])[CH:12]=[C:13]2[C:17]=1[C:16]([CH3:19])([CH3:18])[CH2:15][CH2:14]2.C(=O)([O-])[O-].[K+].[K+]. The catalyst is C(=O)([O-])O.[Na+]. The product is [F:8][C:9]1[CH:10]=[C:11]([NH:20][C:21]([C@@H:23]2[NH:32][CH2:31][CH2:30][C:29]3[N:28]=[C:27]([O:40][CH3:41])[CH:26]=[CH:25][C:24]2=3)=[O:22])[CH:12]=[C:13]2[C:17]=1[C:16]([CH3:18])([CH3:19])[CH2:15][CH2:14]2. The yield is 0.970. (6) The reactants are [OH:1][C:2]1[CH:3]=[C:4]([NH:17]C(=O)C)[CH:5]=[CH:6][C:7]=1[C:8]([CH3:16])([CH3:15])[CH2:9][O:10][CH2:11][CH2:12][O:13][CH3:14].Cl.C([O-])([O-])=O.[Na+].[Na+]. No catalyst specified. The product is [CH3:14][O:13][CH2:12][CH2:11][O:10][CH2:9][C:8]([C:7]1[CH:6]=[CH:5][C:4]([NH2:17])=[CH:3][C:2]=1[OH:1])([CH3:16])[CH3:15]. The yield is 0.0600. (7) The reactants are [O:1]1[CH2:6][CH2:5][N:4]([C:7]2[N:12]=[C:11]([N:13]3[CH2:18][CH2:17][O:16][CH2:15][CH2:14]3)[N:10]=[C:9]([C:19]3[CH:24]=[CH:23][C:22]([NH:25][C:26](=[O:37])[NH:27][C:28]4[CH:36]=[CH:35][C:31]([C:32]([OH:34])=O)=[CH:30][CH:29]=4)=[CH:21][CH:20]=3)[N:8]=2)[CH2:3][CH2:2]1.C[CH2:39][N:40](C(C)C)C(C)C.CN(C(ON1N=NC2C=CC=CC1=2)=[N+](C)C)C.F[P-](F)(F)(F)(F)F.CN. The catalyst is CN1C(=O)CCC1. The product is [O:16]1[CH2:15][CH2:14][N:13]([C:11]2[N:12]=[C:7]([N:4]3[CH2:3][CH2:2][O:1][CH2:6][CH2:5]3)[N:8]=[C:9]([C:19]3[CH:20]=[CH:21][C:22]([NH:25][C:26](=[O:37])[NH:27][C:28]4[CH:36]=[CH:35][C:31]([C:32]([NH:40][CH3:39])=[O:34])=[CH:30][CH:29]=4)=[CH:23][CH:24]=3)[N:10]=2)[CH2:18][CH2:17]1. The yield is 0.770.